This data is from Catalyst prediction with 721,799 reactions and 888 catalyst types from USPTO. The task is: Predict which catalyst facilitates the given reaction. Reactant: [CH3:1][O:2][CH:3]([O:11][CH3:12])[C:4](=O)[CH:5]=[CH:6]N(C)C.C(=O)(O)O.[C:17]1([NH:23][C:24]([NH2:26])=[NH:25])[CH:22]=[CH:21][CH:20]=[CH:19][CH:18]=1. Product: [NH:23]([C:24]1[N:26]=[C:4]([CH:3]([O:11][CH3:12])[O:2][CH3:1])[CH:5]=[CH:6][N:25]=1)[C:17]1[CH:22]=[CH:21][CH:20]=[CH:19][CH:18]=1. The catalyst class is: 44.